Dataset: Reaction yield outcomes from USPTO patents with 853,638 reactions. Task: Predict the reaction yield, written as a fraction of the theoretical maximum amount of product (1.0 means a 100% yield; for example, 0.34 means a 34% yield). (1) The reactants are [C:1]1([C:25]2[CH:30]=[CH:29][CH:28]=[CH:27][CH:26]=2)[CH:6]=[CH:5][C:4]([NH:7][C:8]([C:10]2[CH:19]=[CH:18][C:13]([C:14]([O:16][CH3:17])=[O:15])=[C:12]([NH:20][C:21](=[O:24])[CH2:22]Cl)[CH:11]=2)=[O:9])=[CH:3][CH:2]=1.[NH:31]1[CH2:36][CH2:35][O:34][CH2:33][CH2:32]1.C(N(CC)CC)C.[I-].[K+]. The catalyst is CN(C=O)C.O. The product is [C:1]1([C:25]2[CH:30]=[CH:29][CH:28]=[CH:27][CH:26]=2)[CH:6]=[CH:5][C:4]([NH:7][C:8]([C:10]2[CH:19]=[CH:18][C:13]([C:14]([O:16][CH3:17])=[O:15])=[C:12]([NH:20][C:21](=[O:24])[CH2:22][N:31]3[CH2:36][CH2:35][O:34][CH2:33][CH2:32]3)[CH:11]=2)=[O:9])=[CH:3][CH:2]=1. The yield is 0.900. (2) The reactants are [CH2:1]([N:3]([CH2:6]C)CC)[CH3:2].[CH3:8][C@H:9]1[CH2:18][CH2:17][C:16]2[C:11](=[CH:12][CH:13]=[C:14]([CH:23]3[CH2:28][CH2:27][NH:26][CH2:25][CH2:24]3)[C:15]=2[O:19][CH2:20][CH2:21][CH3:22])[N:10]1[C:29](=[O:31])[CH3:30].ClC(Cl)([O:35]C(=O)OC(Cl)(Cl)Cl)Cl.N1C=CC=CC=1.C(N)C. The catalyst is ClCCl. The product is [C:29]([N:10]1[C:11]2[C:16](=[C:15]([O:19][CH2:20][CH2:21][CH3:22])[C:14]([CH:23]3[CH2:28][CH2:27][N:26]([C:6]([NH:3][CH2:1][CH3:2])=[O:35])[CH2:25][CH2:24]3)=[CH:13][CH:12]=2)[CH2:17][CH2:18][C@@H:9]1[CH3:8])(=[O:31])[CH3:30]. The yield is 0.610. (3) The reactants are [CH:1]1([C:5]2[NH:13][C:12]3[C:11](=[O:14])[NH:10][C:9](=S)[N:8]([CH2:16][CH2:17][CH2:18][CH2:19][CH3:20])[C:7]=3[N:6]=2)[CH2:4][CH2:3][CH2:2]1.[NH2:21][NH2:22]. The catalyst is O. The product is [CH:1]1([C:5]2[NH:13][C:12]3[C:11](=[O:14])[NH:10]/[C:9](=[N:21]\[NH2:22])/[N:8]([CH2:16][CH2:17][CH2:18][CH2:19][CH3:20])[C:7]=3[N:6]=2)[CH2:4][CH2:3][CH2:2]1. The yield is 0.386.